The task is: Predict the reactants needed to synthesize the given product.. This data is from Full USPTO retrosynthesis dataset with 1.9M reactions from patents (1976-2016). (1) Given the product [C:19]([N:23]1[CH2:24][CH2:25][CH:26]([O:29][C:30]2[CH:31]=[CH:32][C:33]([N:16]3[CH:17]=[CH:18][C:14]([C:12]([NH:11][CH3:10])=[O:13])=[CH:15]3)=[CH:34][CH:35]=2)[CH2:27][CH2:28]1)([CH3:20])([CH3:22])[CH3:1], predict the reactants needed to synthesize it. The reactants are: [CH3:1]N1C=CC(C(O)=O)=C1.[CH3:10][NH:11][C:12]([C:14]1[CH:18]=[CH:17][NH:16][CH:15]=1)=[O:13].[CH:19]1([N:23]2[CH2:28][CH2:27][CH:26]([O:29][C:30]3[CH:35]=[CH:34][C:33](I)=[CH:32][CH:31]=3)[CH2:25][CH2:24]2)[CH2:22]C[CH2:20]1. (2) The reactants are: Br[C:2]1[C:3]([C:23]2[C:28]([F:29])=[CH:27][CH:26]=[CH:25][C:24]=2[Cl:30])=[N:4][O:5][C:6]=1[C:7]1[CH:8]=[N:9][N:10]([C:16]2[CH:21]=[CH:20][CH:19]=[C:18]([F:22])[CH:17]=2)[C:11]=1[C:12]([F:15])([F:14])[F:13].[O:31]1[CH:35]=[CH:34][C:33](B(O)O)=[CH:32]1.C(=O)([O-])[O-].[Cs+].[Cs+]. Given the product [Cl:30][C:24]1[CH:25]=[CH:26][CH:27]=[C:28]([F:29])[C:23]=1[C:3]1[C:2]([C:33]2[CH:34]=[CH:35][O:31][CH:32]=2)=[C:6]([C:7]2[CH:8]=[N:9][N:10]([C:16]3[CH:21]=[CH:20][CH:19]=[C:18]([F:22])[CH:17]=3)[C:11]=2[C:12]([F:15])([F:14])[F:13])[O:5][N:4]=1, predict the reactants needed to synthesize it. (3) Given the product [ClH:17].[S:48]1[C:44]2[CH:43]=[CH:42][CH:41]=[C:40]([O:39][C:36]3[CH:37]=[CH:38][C:33]([NH:32][C:30]4[C:31]5[N:23]([CH2:22][CH2:21][NH:20][C:5]([NH:4][CH:1]6[CH2:3][CH2:2]6)=[O:6])[CH:24]=[CH:25][C:26]=5[N:27]=[CH:28][N:29]=4)=[CH:34][C:35]=3[Cl:49])[C:45]=2[CH:46]=[CH:47]1, predict the reactants needed to synthesize it. The reactants are: [CH:1]1([NH2:4])[CH2:3][CH2:2]1.[C:5]([Cl:17])(=O)[O:6]C1C=CC([N+]([O-])=O)=CC=1.Cl.Cl.[NH2:20][CH2:21][CH2:22][N:23]1[C:31]2[C:30]([NH:32][C:33]3[CH:38]=[CH:37][C:36]([O:39][C:40]4[C:45]5[CH:46]=[CH:47][S:48][C:44]=5[CH:43]=[CH:42][CH:41]=4)=[C:35]([Cl:49])[CH:34]=3)=[N:29][CH:28]=[N:27][C:26]=2[CH:25]=[CH:24]1.C(=O)([O-])O.[Na+]. (4) Given the product [Cl:1][C:2]1[CH:10]=[CH:9][C:5]([C:6]([NH:44][C:42]2[CH:41]=[CH:40][N:39]=[C:38]([O:37][CH3:36])[CH:43]=2)=[O:8])=[C:4]([F:11])[CH:3]=1, predict the reactants needed to synthesize it. The reactants are: [Cl:1][C:2]1[CH:10]=[CH:9][C:5]([C:6]([OH:8])=O)=[C:4]([F:11])[CH:3]=1.CN(C(ON1N=NC2C=CC=NC1=2)=[N+](C)C)C.F[P-](F)(F)(F)(F)F.[CH3:36][O:37][C:38]1[CH:43]=[C:42]([NH2:44])[CH:41]=[CH:40][N:39]=1.CCN(CC)CC. (5) Given the product [Cl:1][C:2]1[CH:3]=[C:4]([N:8]=[C:9]=[O:10])[CH:5]=[CH:6][CH:7]=1, predict the reactants needed to synthesize it. The reactants are: [Cl:1][C:2]1[CH:3]=[C:4]([NH:8][C:9](NC2C=C3C(=CC=2)N(CCC)NC3=O)=[O:10])[CH:5]=[CH:6][CH:7]=1.C(N1C2C(=CC([N+]([O-])=O)=CC=2)C(=O)N1)C=C. (6) Given the product [CH2:48]([O:47][C:44]1[CH:45]=[CH:46][C:41]([C:38]2[CH:39]=[CH:40][C:35]([CH2:34][CH2:33][CH2:32][F:6])=[CH:36][CH:37]=2)=[C:42]([F:51])[C:43]=1[F:50])[CH3:49], predict the reactants needed to synthesize it. The reactants are: C1COCC1.[F-:6].C([N+](CCCC)(CCCC)CCCC)CCC.C(#N)C.CS(O[CH2:32][CH2:33][CH2:34][C:35]1[CH:40]=[CH:39][C:38]([C:41]2[CH:46]=[CH:45][C:44]([O:47][CH2:48][CH3:49])=[C:43]([F:50])[C:42]=2[F:51])=[CH:37][CH:36]=1)(=O)=O. (7) Given the product [F:9][C:10]1[C:15]([N+:16]([O-:18])=[O:17])=[CH:14][C:13]([N:19]2[CH2:20][C:21]3[C:22](=[N:23][C:24]([S:27][CH3:28])=[N:25][CH:26]=3)[N:29]([CH3:30])[C:4]2=[O:3])=[C:12]([CH3:31])[CH:11]=1, predict the reactants needed to synthesize it. The reactants are: O=C(Cl)[O:3][C:4](Cl)(Cl)Cl.[F:9][C:10]1[C:15]([N+:16]([O-:18])=[O:17])=[CH:14][C:13]([NH:19][CH2:20][C:21]2[C:22]([NH:29][CH3:30])=[N:23][C:24]([S:27][CH3:28])=[N:25][CH:26]=2)=[C:12]([CH3:31])[CH:11]=1.CCN(CC)CC.C([O-])([O-])=O.[Na+].[Na+]. (8) Given the product [C:50]([OH:57])(=[O:56])/[CH:51]=[CH:52]\[C:53]([OH:55])=[O:54].[OH:11][C@@H:12]([CH2:33][N:34]1[CH2:39][CH2:38][CH:37]([C:40]2[CH:49]=[CH:48][C:47]3[C:42](=[CH:43][CH:44]=[CH:45][CH:46]=3)[CH:41]=2)[CH2:36][CH2:35]1)[CH2:13][O:14][C:15]1[CH:16]=[CH:17][CH:18]=[C:19]2[C:24]=1[O:23][CH2:22][C:21]([CH2:25][N:27]1[CH2:28][CH2:29][O:30][CH2:31][CH2:32]1)=[CH:20]2, predict the reactants needed to synthesize it. The reactants are: [H-].[Al+3].[Li+].[H-].[H-].[H-].[Cl-].[Al+3].[Cl-].[Cl-].[OH:11][C@@H:12]([CH2:33][N:34]1[CH2:39][CH2:38][CH:37]([C:40]2[CH:49]=[CH:48][C:47]3[C:42](=[CH:43][CH:44]=[CH:45][CH:46]=3)[CH:41]=2)[CH2:36][CH2:35]1)[CH2:13][O:14][C:15]1[CH:16]=[CH:17][CH:18]=[C:19]2[C:24]=1[O:23][CH2:22][C:21]([C:25]([N:27]1[CH2:32][CH2:31][O:30][CH2:29][CH2:28]1)=O)=[CH:20]2.[C:50]([OH:57])(=[O:56])/[CH:51]=[CH:52]\[C:53]([OH:55])=[O:54].